This data is from Reaction yield outcomes from USPTO patents with 853,638 reactions. The task is: Predict the reaction yield, written as a fraction of the theoretical maximum amount of product (1.0 means a 100% yield; for example, 0.34 means a 34% yield). The reactants are [F:1][C:2]1[CH:3]=[C:4]([C:8]2[CH:9]=[C:10]3[CH2:16][C:15](=O)[NH:14][C:11]3=[N:12][CH:13]=2)[CH:5]=[CH:6][CH:7]=1.P(Cl)(Cl)([Cl:20])=O. The catalyst is CC1C=CC(C)=CC=1. The product is [Cl:20][C:15]1[NH:14][C:11]2=[N:12][CH:13]=[C:8]([C:4]3[CH:5]=[CH:6][CH:7]=[C:2]([F:1])[CH:3]=3)[CH:9]=[C:10]2[CH:16]=1. The yield is 0.560.